From a dataset of Reaction yield outcomes from USPTO patents with 853,638 reactions. Predict the reaction yield, written as a fraction of the theoretical maximum amount of product (1.0 means a 100% yield; for example, 0.34 means a 34% yield). (1) The reactants are [F:1][C:2]([F:9])([F:8])[CH2:3][S:4](Cl)(=[O:6])=[O:5].CS([N:14]1[CH2:19][CH2:18][CH:17]([NH:20][C:21]([NH:23][C:24]2[CH:29]=[CH:28][C:27]([C:30]([F:33])([F:32])[F:31])=[CH:26][CH:25]=2)=[O:22])[CH2:16][CH2:15]1)(=O)=O. No catalyst specified. The product is [F:1][C:2]([F:9])([F:8])[CH2:3][S:4]([N:14]1[CH2:19][CH2:18][CH:17]([NH:20][C:21]([NH:23][C:24]2[CH:29]=[CH:28][C:27]([C:30]([F:31])([F:32])[F:33])=[CH:26][CH:25]=2)=[O:22])[CH2:16][CH2:15]1)(=[O:6])=[O:5]. The yield is 0.460. (2) The reactants are [C:1]1(=[O:11])[O:6][C:4](=O)[C:3]2=[CH:7][CH:8]=[CH:9][CH:10]=[C:2]12.[CH3:12][O:13][C:14]1[N:15]=[C:16]2[C:25](=[CH:26][CH:27]=1)[N:24]=[CH:23][C:22]1[O:21][CH2:20][CH:19]([C@H:28]3[CH2:33][CH2:32][C@H:31]([NH2:34])[CH2:30][CH2:29]3)[NH:18][C:17]2=1. The catalyst is N1C=CC=CC=1. The product is [CH3:12][O:13][C:14]1[N:15]=[C:16]2[C:25](=[CH:26][CH:27]=1)[N:24]=[CH:23][C:22]1[O:21][CH2:20][CH:19]([C@H:28]3[CH2:33][CH2:32][C@H:31]([N:34]4[C:1](=[O:11])[C:2]5[C:3](=[CH:7][CH:8]=[CH:9][CH:10]=5)[C:4]4=[O:6])[CH2:30][CH2:29]3)[NH:18][C:17]2=1. The yield is 0.690. (3) The reactants are [Cl:1][C:2]1[C:3]([F:22])=[C:4]([CH:19]=[CH:20][CH:21]=1)[NH:5][C:6]1[C:15]2[C:10](=[CH:11][C:12]([O:17][CH3:18])=[C:13]([OH:16])[CH:14]=2)[N:9]=[CH:8][N:7]=1.[N+](C1C=CC(S(O[C@@H:36]2[CH2:40][CH2:39][N:38]([C:41]([O:43][C:44]([CH3:47])([CH3:46])[CH3:45])=[O:42])[CH2:37]2)(=O)=O)=CC=1)([O-])=O. No catalyst specified. The product is [Cl:1][C:2]1[C:3]([F:22])=[C:4]([CH:19]=[CH:20][CH:21]=1)[NH:5][C:6]1[C:15]2[C:10](=[CH:11][C:12]([O:17][CH3:18])=[C:13]([O:16][C@H:40]3[CH2:36][CH2:37][N:38]([C:41]([O:43][C:44]([CH3:47])([CH3:46])[CH3:45])=[O:42])[CH2:39]3)[CH:14]=2)[N:9]=[CH:8][N:7]=1. The yield is 0.950. (4) The reactants are C(OC([N:8]1[C:16]2[C:11](=[CH:12][CH:13]=[CH:14][C:15]=2[C:17]([OH:19])=O)[CH2:10][CH2:9]1)=O)(C)(C)C.C(Cl)(Cl)Cl.C[N:25](C)C=O.C(Cl)(=O)C(Cl)=O. The catalyst is C(OCC)(=O)C. The product is [NH:8]1[C:16]2[C:11](=[CH:12][CH:13]=[CH:14][C:15]=2[C:17]([NH2:25])=[O:19])[CH2:10][CH2:9]1. The yield is 0.900. (5) The reactants are ClC(Cl)(Cl)[C:3]([C:5]1[NH:6][CH:7]=[C:8]([Cl:10])[CH:9]=1)=[O:4].[OH-:13].[Na+]. The catalyst is C1COCC1. The product is [Cl:10][C:8]1[CH:9]=[C:5]([C:3]([OH:4])=[O:13])[NH:6][CH:7]=1. The yield is 1.00. (6) The catalyst is O.C(O)(C)(C)C.O.O.O.O.O.S([O-])([O-])(=O)=O.[Cu+2]. The product is [N:6]1[CH:7]=[CH:8][CH:9]=[C:4]([N:1]2[CH:11]=[C:10]([C:12]3[N:17]=[C:16]([C:18]4[N:23]=[CH:22][CH:21]=[CH:20][N:19]=4)[CH:15]=[CH:14][CH:13]=3)[N:3]=[N:2]2)[CH:5]=1. The reactants are [N:1]([C:4]1[CH:5]=[N:6][CH:7]=[CH:8][CH:9]=1)=[N+:2]=[N-:3].[C:10]([C:12]1[N:17]=[C:16]([C:18]2[N:23]=[CH:22][CH:21]=[CH:20][N:19]=2)[CH:15]=[CH:14][CH:13]=1)#[CH:11].[Na].O=C1O[C@H]([C@H](CO)O)C(O)=C1O. The yield is 0.100. (7) The reactants are [NH:1]1[C:9]2[C:4](=[CH:5][C:6]([C:10]([OH:12])=O)=[CH:7][CH:8]=2)[CH:3]=[CH:2]1.[NH:13]1[CH2:18][CH2:17][CH2:16][C@@H:15]2[C:19]3[CH:20]=[CH:21][CH:22]=[CH:23][C:24]=3[CH2:25][C@H:14]12.F[P-](F)(F)(F)(F)F.N1(OC(N(C)C)=[N+](C)C)C2N=CC=CC=2N=N1. No catalyst specified. The product is [N:13]1([C:10]([C:6]2[CH:5]=[C:4]3[C:9](=[CH:8][CH:7]=2)[NH:1][CH:2]=[CH:3]3)=[O:12])[CH2:18][CH2:17][CH2:16][C@@H:15]2[C:19]3[CH:20]=[CH:21][CH:22]=[CH:23][C:24]=3[CH2:25][C@H:14]12. The yield is 0.430. (8) The reactants are [C:1]([SiH2:5][O:6][C:7]([CH3:25])([CH3:24])[CH:8]1[CH2:17][CH2:16][C:15]2[C:10](=[CH:11][C:12]([CH2:18][C:19]([CH3:22])([CH3:21])[CH3:20])=[CH:13][CH:14]=2)[C:9]1=[O:23])([CH3:4])([CH3:3])[CH3:2].B1(C)OC(C2C=CC=CC=2)(C2C=CC=CC=2)[C@H]2N1CCC2.B.CSC. The catalyst is O1CCCC1. The product is [C:1]([SiH2:5][O:6][C:7]([CH3:25])([CH3:24])[CH:8]1[CH2:17][CH2:16][C:15]2[C:10](=[CH:11][C:12]([CH2:18][C:19]([CH3:22])([CH3:21])[CH3:20])=[CH:13][CH:14]=2)[CH:9]1[OH:23])([CH3:4])([CH3:3])[CH3:2]. The yield is 0.700. (9) The reactants are Br[C:2]1[CH:7]=[CH:6][C:5]([C:8]([F:11])([F:10])[F:9])=[CH:4][N:3]=1.[CH3:12][O:13][C:14]1[CH:19]=[C:18](B2OC(C)(C)C(C)(C)O2)[CH:17]=[CH:16][N:15]=1. No catalyst specified. The product is [CH3:12][O:13][C:14]1[CH:19]=[C:18]([C:2]2[CH:7]=[CH:6][C:5]([C:8]([F:11])([F:10])[F:9])=[CH:4][N:3]=2)[CH:17]=[CH:16][N:15]=1. The yield is 0.620.